From a dataset of Catalyst prediction with 721,799 reactions and 888 catalyst types from USPTO. Predict which catalyst facilitates the given reaction. (1) Reactant: [OH:1][CH:2]([C:7]([O:20][CH3:21])([C:14]1[CH:19]=[CH:18][CH:17]=[CH:16][CH:15]=1)[C:8]1[CH:13]=[CH:12][CH:11]=[CH:10][CH:9]=1)[C:3]([O:5][CH3:6])=[O:4].[H-].[Na+].[CH3:24][O:25][C:26]1[CH:31]=[C:30]([O:32][CH3:33])[N:29]=[C:28](S(C)(=O)=O)[N:27]=1.O. Product: [CH3:24][O:25][C:26]1[CH:31]=[C:30]([O:32][CH3:33])[N:29]=[C:28]([O:1][CH:2]([C:7]([O:20][CH3:21])([C:8]2[CH:13]=[CH:12][CH:11]=[CH:10][CH:9]=2)[C:14]2[CH:19]=[CH:18][CH:17]=[CH:16][CH:15]=2)[C:3]([O:5][CH3:6])=[O:4])[N:27]=1. The catalyst class is: 875. (2) Reactant: [NH2:1][C:2]1[N:10]=[CH:9][N:8]=[C:7]2[C:3]=1[N:4]=[C:5](Br)[N:6]2[CH2:11][CH2:12][O:13]C(=O)C.[I:18][C:19]1[CH:24]=[CH:23][C:22]([O:25][CH3:26])=[CH:21][C:20]=1[S-:27].[K+]. Product: [NH2:1][C:2]1[N:10]=[CH:9][N:8]=[C:7]2[C:3]=1[N:4]=[C:5]([S:27][C:20]1[CH:21]=[C:22]([O:25][CH3:26])[CH:23]=[CH:24][C:19]=1[I:18])[N:6]2[CH2:11][CH2:12][OH:13]. The catalyst class is: 3.